From a dataset of Reaction yield outcomes from USPTO patents with 853,638 reactions. Predict the reaction yield, written as a fraction of the theoretical maximum amount of product (1.0 means a 100% yield; for example, 0.34 means a 34% yield). (1) The yield is 1.00. The product is [OH:5][CH2:6][CH2:7][CH:8]1[N:13]2[CH:14]=[C:15]([I:17])[CH:16]=[C:12]2[C:11](=[O:18])[NH:10][CH2:9]1. The catalyst is CCO. The reactants are [BH4-].[Na+].C([O:5][C:6](=O)[CH2:7][CH:8]1[N:13]2[CH:14]=[C:15]([I:17])[CH:16]=[C:12]2[C:11](=[O:18])[NH:10][CH2:9]1)C. (2) The reactants are CN(C)C=[N:4][C:5]1[S:6][CH:7]=[C:8]([C:10]2[CH:15]=[CH:14][CH:13]=[C:12]([C:16]3[CH:21]=[C:20]([C:22]4[CH:27]=[CH:26][C:25]([C:28]([F:31])([F:30])[F:29])=[CH:24][CH:23]=4)[CH:19]=[C:18]([CH3:32])[N:17]=3)[CH:11]=2)[N:9]=1.Cl.[OH-].[Na+]. The catalyst is C1COCC1. The product is [CH3:32][C:18]1[N:17]=[C:16]([C:12]2[CH:11]=[C:10]([C:8]3[N:9]=[C:5]([NH2:4])[S:6][CH:7]=3)[CH:15]=[CH:14][CH:13]=2)[CH:21]=[C:20]([C:22]2[CH:27]=[CH:26][C:25]([C:28]([F:31])([F:29])[F:30])=[CH:24][CH:23]=2)[CH:19]=1. The yield is 0.530. (3) The reactants are C[O:2][C:3]1[CH:8]=[C:7]([O:9]C)[CH:6]=[CH:5][C:4]=1[NH:11][C:12](=[O:17])[C:13]([F:16])([F:15])[F:14].B(Br)(Br)Br.C([O-])(O)=O.[Na+].C(OCC)C. The catalyst is C(Cl)Cl. The product is [OH:2][C:3]1[CH:8]=[C:7]([OH:9])[CH:6]=[CH:5][C:4]=1[NH:11][C:12](=[O:17])[C:13]([F:14])([F:15])[F:16]. The yield is 0.830. (4) The reactants are [N:1]1([C:6]([O:8][CH2:9][C:10]2[CH:15]=[CH:14][CH:13]=[CH:12][CH:11]=2)=[O:7])[CH2:5][CH:4]=[CH:3][CH2:2]1.C1C=C(Cl)C=C(C(OO)=[O:24])C=1. The catalyst is C(Cl)Cl. The product is [CH:3]12[O:24][CH:4]1[CH2:5][N:1]([C:6]([O:8][CH2:9][C:10]1[CH:15]=[CH:14][CH:13]=[CH:12][CH:11]=1)=[O:7])[CH2:2]2. The yield is 0.830. (5) The reactants are [CH2:1]([O:3][C:4]([C:6]1[C:11]([N+:12]([O-])=O)=[C:10]([C:15]([O:17][CH2:18][CH3:19])=[O:16])[CH:9]=[CH:8][N:7]=1)=[O:5])[CH3:2]. The catalyst is [Pd]. The product is [CH2:1]([O:3][C:4]([C:6]1[C:11]([NH2:12])=[C:10]([C:15]([O:17][CH2:18][CH3:19])=[O:16])[CH:9]=[CH:8][N:7]=1)=[O:5])[CH3:2]. The yield is 0.697. (6) The reactants are C1(C)C=CC(S([O:10][CH2:11][C@@H:12]2[O:16][C:15](=[O:17])[CH2:14][CH2:13]2)(=O)=O)=CC=1.C(=O)([O-])[O-].[K+].[K+].[CH2:25]([C:27]([C:46]1[CH:51]=[CH:50][C:49](O)=[C:48]([CH3:53])[CH:47]=1)([C:30]1[CH:35]=[CH:34][C:33]([B:36]2[O:40][C:39]([CH3:42])([CH3:41])[C:38]([CH3:44])([CH3:43])[O:37]2)=[C:32]([CH3:45])[CH:31]=1)[CH2:28][CH3:29])[CH3:26].C(OCC)(=O)C. The catalyst is CN(C)C=O. The product is [CH2:25]([C:27]([C:46]1[CH:51]=[CH:50][C:49]([O:10][CH2:11][C@@H:12]2[O:16][C:15](=[O:17])[CH2:14][CH2:13]2)=[C:48]([CH3:53])[CH:47]=1)([C:30]1[CH:35]=[CH:34][C:33]([B:36]2[O:40][C:39]([CH3:41])([CH3:42])[C:38]([CH3:43])([CH3:44])[O:37]2)=[C:32]([CH3:45])[CH:31]=1)[CH2:28][CH3:29])[CH3:26]. The yield is 0.768.